Dataset: Forward reaction prediction with 1.9M reactions from USPTO patents (1976-2016). Task: Predict the product of the given reaction. (1) The product is: [Li+:27].[CH3:1][C:2]1[N:6]([CH:7]([CH3:9])[CH3:8])[C:5]([C:10]2[CH:15]=[CH:14][N:13]=[C:12]([NH:16][CH:17]3[CH2:22][CH2:21][CH2:20][CH:19]([C:23]([O-:25])=[O:24])[CH2:18]3)[N:11]=2)=[CH:4][N:3]=1. Given the reactants [CH3:1][C:2]1[N:6]([CH:7]([CH3:9])[CH3:8])[C:5]([C:10]2[CH:15]=[CH:14][N:13]=[C:12]([NH:16][CH:17]3[CH2:22][CH2:21][CH2:20][CH:19]([C:23]([O:25]C)=[O:24])[CH2:18]3)[N:11]=2)=[CH:4][N:3]=1.[Li+:27].[OH-].C(=O)=O, predict the reaction product. (2) Given the reactants [NH2:1][C:2]1[CH:3]=[CH:4][C:5]([O:12][CH:13]([C:20]2[CH:25]=[CH:24][CH:23]=[CH:22][CH:21]=2)[C:14]2[CH:19]=[CH:18][CH:17]=[CH:16][CH:15]=2)=[C:6]([CH:11]=1)[C:7]([O:9][CH3:10])=[O:8].[N:26]([C:29]1[CH:30]=[CH:31][C:32]2[O:36][CH2:35][CH2:34][C:33]=2[CH:37]=1)=[C:27]=[O:28], predict the reaction product. The product is: [CH:13]([O:12][C:5]1[CH:4]=[CH:3][C:2]([NH:1][C:27]([NH:26][C:29]2[CH:30]=[CH:31][C:32]3[O:36][CH2:35][CH2:34][C:33]=3[CH:37]=2)=[O:28])=[CH:11][C:6]=1[C:7]([O:9][CH3:10])=[O:8])([C:20]1[CH:25]=[CH:24][CH:23]=[CH:22][CH:21]=1)[C:14]1[CH:19]=[CH:18][CH:17]=[CH:16][CH:15]=1. (3) Given the reactants C([O:8][C:9]1[CH:10]=[CH:11][C:12]([C@@H:20]([O:43][Si](C(C)(C)C)(C)C)[CH2:21][NH:22][CH2:23][C:24]2([O:41][CH3:42])[CH2:29][CH2:28][N:27]([CH2:30][CH2:31][O:32][CH2:33][CH2:34][C:35]3[CH:40]=[CH:39][CH:38]=[CH:37][CH:36]=3)[CH2:26][CH2:25]2)=[C:13]2[C:18]=1[NH:17][C:16](=[O:19])[CH:15]=[CH:14]2)C1C=CC=CC=1.F.F.F.C(N(CC)CC)C, predict the reaction product. The product is: [OH:8][C:9]1[CH:10]=[CH:11][C:12]([C@@H:20]([OH:43])[CH2:21][NH:22][CH2:23][C:24]2([O:41][CH3:42])[CH2:29][CH2:28][N:27]([CH2:30][CH2:31][O:32][CH2:33][CH2:34][C:35]3[CH:36]=[CH:37][CH:38]=[CH:39][CH:40]=3)[CH2:26][CH2:25]2)=[C:13]2[C:18]=1[NH:17][C:16](=[O:19])[CH:15]=[CH:14]2.